From a dataset of Peptide-MHC class II binding affinity with 134,281 pairs from IEDB. Regression. Given a peptide amino acid sequence and an MHC pseudo amino acid sequence, predict their binding affinity value. This is MHC class II binding data. (1) The peptide sequence is LSSKFNKFVSPKSVS. The MHC is DRB1_1501 with pseudo-sequence DRB1_1501. The binding affinity (normalized) is 0.842. (2) The peptide sequence is DINVGFKAAVAAAAG. The MHC is HLA-DQA10301-DQB10302 with pseudo-sequence HLA-DQA10301-DQB10302. The binding affinity (normalized) is 0.401. (3) The peptide sequence is KGLMNIALAISAQQVN. The MHC is DRB1_1501 with pseudo-sequence DRB1_1501. The binding affinity (normalized) is 0.580. (4) The peptide sequence is GSSDNEFVKLAWRREHKDLD. The MHC is DRB1_1301 with pseudo-sequence DRB1_1301. The binding affinity (normalized) is 0.466. (5) The peptide sequence is GLVSLLGSALLKNDV. The MHC is DRB1_1501 with pseudo-sequence DRB1_1501. The binding affinity (normalized) is 0.941.